From a dataset of CYP3A4 inhibition data for predicting drug metabolism from PubChem BioAssay. Regression/Classification. Given a drug SMILES string, predict its absorption, distribution, metabolism, or excretion properties. Task type varies by dataset: regression for continuous measurements (e.g., permeability, clearance, half-life) or binary classification for categorical outcomes (e.g., BBB penetration, CYP inhibition). Dataset: cyp3a4_veith. The molecule is CC1=C(C(=O)OCc2ccccc2)C(c2cccnc2)c2c(n(C)c(=O)n(C)c2=O)N1. The result is 1 (inhibitor).